From a dataset of Forward reaction prediction with 1.9M reactions from USPTO patents (1976-2016). Predict the product of the given reaction. Given the reactants [C:1]([O:5][C:6]([NH:8][CH2:9][C:10](OC)=[O:11])=[O:7])([CH3:4])([CH3:3])[CH3:2].[H-].C([Al+]CC(C)C)C(C)C, predict the reaction product. The product is: [O:11]=[CH:10][CH2:9][NH:8][C:6](=[O:7])[O:5][C:1]([CH3:3])([CH3:2])[CH3:4].